Predict which catalyst facilitates the given reaction. From a dataset of Catalyst prediction with 721,799 reactions and 888 catalyst types from USPTO. Reactant: [CH:1]([C:3]1[O:7][C:6](/[CH:8]=[CH:9]/[C:10]([O:12][CH3:13])=[O:11])=[CH:5][CH:4]=1)=O.[C:14]12([NH2:24])[CH2:23][CH:18]3[CH2:19][CH:20]([CH2:22][CH:16]([CH2:17]3)[CH2:15]1)[CH2:21]2.[BH4-].[Na+].O. Product: [C:14]12([NH:24][CH2:1][C:3]3[O:7][C:6](/[CH:8]=[CH:9]/[C:10]([O:12][CH3:13])=[O:11])=[CH:5][CH:4]=3)[CH2:21][CH:20]3[CH2:19][CH:18]([CH2:17][CH:16]([CH2:22]3)[CH2:15]1)[CH2:23]2. The catalyst class is: 5.